Task: Predict the reaction yield, written as a fraction of the theoretical maximum amount of product (1.0 means a 100% yield; for example, 0.34 means a 34% yield).. Dataset: Reaction yield outcomes from USPTO patents with 853,638 reactions (1) The product is [O:1]1[C:5]2[CH:6]=[CH:7][C:8]([C:10]3([C:13]([OH:15])=[O:14])[CH2:12][CH2:11]3)=[CH:9][C:4]=2[CH2:3][CH2:2]1. The catalyst is CO.O=[Pt]=O. The reactants are [O:1]1[C:5]2[CH:6]=[CH:7][C:8]([C:10]3([C:13]([OH:15])=[O:14])[CH2:12][CH2:11]3)=[CH:9][C:4]=2[CH:3]=[CH:2]1. The yield is 0.470. (2) The reactants are [O:1]1[CH:5]=[CH:4][N:3]=[CH:2]1.C([Li])(C)(C)C.CCCCCC.Br[C:18]1[S:22][C:21]([C:23]2[N:27]3[N:28]=[C:29]([CH3:37])[CH:30]=[C:31]([CH:32]([CH2:35][CH3:36])[CH2:33][CH3:34])[C:26]3=[N:25][C:24]=2[CH3:38])=[C:20]([CH3:39])[CH:19]=1. The catalyst is CCOC(C)=O.[Cl-].[Cl-].[Zn+2].C1C=CC(P(C2C=CC=CC=2)[C-]2C=CC=C2)=CC=1.C1C=CC(P(C2C=CC=CC=2)[C-]2C=CC=C2)=CC=1.Cl[Pd]Cl.[Fe+2].C1COCC1. The product is [CH2:33]([CH:32]([C:31]1[C:26]2[N:27]([C:23]([C:21]3[S:22][C:18]([C:2]4[O:1][CH:5]=[CH:4][N:3]=4)=[CH:19][C:20]=3[CH3:39])=[C:24]([CH3:38])[N:25]=2)[N:28]=[C:29]([CH3:37])[CH:30]=1)[CH2:35][CH3:36])[CH3:34]. The yield is 0.0500. (3) The reactants are [NH2:1][C:2]1[C:3]([NH:9][CH2:10][CH3:11])=[N:4][C:5]([F:8])=[CH:6][CH:7]=1.C([O-])(O)=O.[Na+].[Br:17][C:18]1[CH:19]=[C:20]([C:25](Cl)=[O:26])[C:21]([Cl:24])=[N:22][CH:23]=1.O. The catalyst is CC#N. The product is [Cl:24][C:21]1[C:20]([C:25]([NH:1][C:2]2[C:3]([NH:9][CH2:10][CH3:11])=[N:4][C:5]([F:8])=[CH:6][CH:7]=2)=[O:26])=[CH:19][C:18]([Br:17])=[CH:23][N:22]=1. The yield is 0.990. (4) The reactants are [NH2:1][C@@H:2]([CH:4]1[CH2:9][CH2:8][N:7]([C:10]([O:12][C:13]([CH3:16])([CH3:15])[CH3:14])=[O:11])[CH2:6][CH2:5]1)[CH3:3].FC1C(F)=C(F)C(F)=C(F)C=1O[C:21]1[N:26]=[C:25]([C:27]2[C:35]3[C:30](=[N:31][CH:32]=[C:33]([C:36]([F:39])([F:38])[F:37])[CH:34]=3)[N:29]([S:40]([C:43]3[CH:49]=[CH:48][C:46]([CH3:47])=[CH:45][CH:44]=3)(=[O:42])=[O:41])[CH:28]=2)[C:24]([C:50]#[N:51])=[CH:23][N:22]=1. No catalyst specified. The product is [C:50]([C:24]1[C:25]([C:27]2[C:35]3[C:30](=[N:31][CH:32]=[C:33]([C:36]([F:38])([F:37])[F:39])[CH:34]=3)[N:29]([S:40]([C:43]3[CH:49]=[CH:48][C:46]([CH3:47])=[CH:45][CH:44]=3)(=[O:42])=[O:41])[CH:28]=2)=[N:26][C:21]([NH:1][C@@H:2]([CH:4]2[CH2:5][CH2:6][N:7]([C:10]([O:12][C:13]([CH3:15])([CH3:14])[CH3:16])=[O:11])[CH2:8][CH2:9]2)[CH3:3])=[N:22][CH:23]=1)#[N:51]. The yield is 0.650. (5) The reactants are [Cl:1][C:2]1[CH:3]=[C:4]2[C:10](I)=[CH:9][N:8]([Si:12]([CH:19]([CH3:21])[CH3:20])([CH:16]([CH3:18])[CH3:17])[CH:13]([CH3:15])[CH3:14])[C:5]2=[N:6][CH:7]=1.C([Mg]Cl)(C)C.[C:27]([O:31][C:32](=[O:50])[N:33]([CH2:42][C:43]1[CH:48]=[CH:47][C:46]([F:49])=[CH:45][CH:44]=1)[C:34]1[S:35][C:36]([CH:40]=[O:41])=[C:37](Cl)[N:38]=1)([CH3:30])([CH3:29])[CH3:28]. The catalyst is O1CCCC1. The product is [C:27]([O:31][C:32](=[O:50])[N:33]([C:34]1[S:35][C:36]([CH:40]([C:10]2[C:4]3[C:5](=[N:6][CH:7]=[C:2]([Cl:1])[CH:3]=3)[N:8]([Si:12]([CH:19]([CH3:21])[CH3:20])([CH:16]([CH3:18])[CH3:17])[CH:13]([CH3:15])[CH3:14])[CH:9]=2)[OH:41])=[CH:37][N:38]=1)[CH2:42][C:43]1[CH:44]=[CH:45][C:46]([F:49])=[CH:47][CH:48]=1)([CH3:30])([CH3:28])[CH3:29]. The yield is 0.300. (6) The reactants are C([O:4][C:5]1[CH:6]=[C:7]2[C:12](=[CH:13][CH:14]=1)[C@@:11]([C:16]([F:19])([F:18])[F:17])([CH3:15])[O:10][CH2:9][CH2:8]2)(=O)C.CO.C(=O)([O-])[O-].[K+].[K+].Cl. The catalyst is O. The product is [OH:4][C:5]1[CH:6]=[C:7]2[C:12](=[CH:13][CH:14]=1)[C@:11]([CH3:15])([C:16]([F:19])([F:17])[F:18])[O:10][CH2:9][CH2:8]2. The yield is 0.930. (7) The reactants are [F:1][C:2]1[C:3]([C:15]([C:17]2[CH:22]=[CH:21][C:20]([F:23])=[CH:19][CH:18]=2)=O)=[N:4][CH:5]=[CH:6][C:7]=1[C:8]1[C:9]([OH:14])=[N:10][CH:11]=[N:12][CH:13]=1.Cl.[NH2:25][OH:26]. The catalyst is N1C=CC=CC=1. The product is [F:1][C:2]1[C:3](/[C:15](/[C:17]2[CH:22]=[CH:21][C:20]([F:23])=[CH:19][CH:18]=2)=[N:25]\[OH:26])=[N:4][CH:5]=[CH:6][C:7]=1[C:8]1[C:9]([OH:14])=[N:10][CH:11]=[N:12][CH:13]=1. The yield is 0.692.